Predict the reactants needed to synthesize the given product. From a dataset of Full USPTO retrosynthesis dataset with 1.9M reactions from patents (1976-2016). (1) Given the product [ClH:40].[NH2:30][C:28]1[CH:27]=[CH:26][C:24]2[NH:25][C:20]([C:3]3[C:4](=[O:19])[C:5]([CH3:18])([CH2:12][CH2:13][C@@H:14]([CH3:17])[CH2:15][CH3:16])[C:6]4[C:11]([C:2]=3[OH:1])=[CH:10][CH:9]=[CH:8][CH:7]=4)=[N:21][S:22](=[O:39])(=[O:38])[C:23]=2[CH:29]=1, predict the reactants needed to synthesize it. The reactants are: [OH:1][C:2]1[C:11]2[C:6](=[CH:7][CH:8]=[CH:9][CH:10]=2)[C:5]([CH3:18])([CH2:12][CH2:13][C@@H:14]([CH3:17])[CH2:15][CH3:16])[C:4](=[O:19])[C:3]=1[C:20]1[NH:25][C:24]2[CH:26]=[CH:27][C:28]([NH:30]C(=O)OC(C)(C)C)=[CH:29][C:23]=2[S:22](=[O:39])(=[O:38])[N:21]=1.[ClH:40]. (2) Given the product [CH:37]1([NH:43][C:44]([NH:1][C:2]2[CH:36]=[CH:35][CH:34]=[C:4]([CH2:5][O:6][CH2:7][CH2:8][O:9][CH2:10][CH2:11][CH2:12][CH2:13][CH2:14][CH2:15][N:16]3[CH2:20][C@@H:19]([C:21]4[CH:32]=[CH:31][C:24]5[O:25][C:26]([CH3:30])([CH3:29])[O:27][CH2:28][C:23]=5[CH:22]=4)[O:18][C:17]3=[O:33])[CH:3]=2)=[O:45])[CH2:42][CH2:41][CH2:40][CH2:39][CH2:38]1, predict the reactants needed to synthesize it. The reactants are: [NH2:1][C:2]1[CH:3]=[C:4]([CH:34]=[CH:35][CH:36]=1)[CH2:5][O:6][CH2:7][CH2:8][O:9][CH2:10][CH2:11][CH2:12][CH2:13][CH2:14][CH2:15][N:16]1[CH2:20][C@@H:19]([C:21]2[CH:32]=[CH:31][C:24]3[O:25][C:26]([CH3:30])([CH3:29])[O:27][CH2:28][C:23]=3[CH:22]=2)[O:18][C:17]1=[O:33].[CH:37]1([N:43]=[C:44]=[O:45])[CH2:42][CH2:41][CH2:40][CH2:39][CH2:38]1.C(O)(C)C. (3) The reactants are: C[Si](C)(C)[N-][Si](C)(C)C.[Li+].[F:11][C:12]([F:23])([F:22])[C:13]1[NH:21][C:16]2=[N:17][CH:18]=[CH:19][CH:20]=[C:15]2[CH:14]=1.Cl[C:25]([O:27][CH3:28])=[O:26].O. Given the product [F:23][C:12]([F:11])([F:22])[C:13]1[N:21]([C:25]([O:27][CH3:28])=[O:26])[C:16]2=[N:17][CH:18]=[CH:19][CH:20]=[C:15]2[CH:14]=1, predict the reactants needed to synthesize it. (4) Given the product [Br:1][C:2]1[CH:3]=[C:4]([N+:21]([O-:23])=[O:22])[C:5]([CH2:8][C:9]([O:11][CH2:12][CH3:13])=[O:10])=[N:6][CH:7]=1, predict the reactants needed to synthesize it. The reactants are: [Br:1][C:2]1[CH:3]=[C:4]([N+:21]([O-:23])=[O:22])[C:5]([CH:8](C(OCC)=O)[C:9]([O:11][C:12](C)(C)[CH3:13])=[O:10])=[N:6][CH:7]=1.FC(F)(F)C(O)=O. (5) Given the product [CH2:1]([O:3][C:4]([C:6]1[CH:7]=[C:8]2[N:13]([C:14]=1[C:15]1[CH:16]=[N:17][C:18]([O:21][CH3:22])=[CH:19][CH:20]=1)[CH:12]=[CH:11][C:10]([CH2:23][N:29]=[N+:30]=[N-:31])=[CH:9]2)=[O:5])[CH3:2], predict the reactants needed to synthesize it. The reactants are: [CH2:1]([O:3][C:4]([C:6]1[CH:7]=[C:8]2[N:13]([C:14]=1[C:15]1[CH:16]=[N:17][C:18]([O:21][CH3:22])=[CH:19][CH:20]=1)[CH:12]=[CH:11][C:10]([CH2:23]OS(C)(=O)=O)=[CH:9]2)=[O:5])[CH3:2].[N-:29]=[N+:30]=[N-:31].[Na+].